Dataset: Catalyst prediction with 721,799 reactions and 888 catalyst types from USPTO. Task: Predict which catalyst facilitates the given reaction. (1) Reactant: [F:1][C:2]([F:15])([F:14])[S:3]([O:6]S(C(F)(F)F)(=O)=O)(=[O:5])=[O:4].[CH3:16][N:17]1[C:22]2=[C:23]3[C:28](=O)[CH2:27][CH2:26][NH:25][N:24]3[C:30]([C:31]3[CH:36]=[CH:35][CH:34]=[CH:33][CH:32]=3)=[C:21]2[C:20](=[O:37])[N:19]([CH3:38])[C:18]1=[O:39].N1C(C)=CC=CC=1C. Product: [CH3:16][N:17]1[C:18](=[O:39])[N:19]([CH3:38])[C:20](=[O:37])[C:21]2[C:22]1=[C:23]1[N:24]([C:30]=2[C:31]2[CH:36]=[CH:35][CH:34]=[CH:33][CH:32]=2)[NH:25][CH2:26][CH:27]=[C:28]1[O:6][S:3]([C:2]([F:15])([F:14])[F:1])(=[O:5])=[O:4]. The catalyst class is: 2. (2) Reactant: [CH2:1]([C:3]1[CH:10]=[CH:9][CH:8]=[CH:7][C:4]=1[CH:5]=O)[CH3:2].[N+:11]([CH3:14])([O-:13])=[O:12].C([O-])(=O)C.[NH4+].[BH4-].[Na+]. Product: [CH2:1]([C:3]1[CH:10]=[CH:9][CH:8]=[CH:7][C:4]=1[CH2:5][CH2:14][N+:11]([O-:13])=[O:12])[CH3:2]. The catalyst class is: 15. (3) Reactant: [F:1][C@H:2]([CH2:15][C:16]1[CH:21]=[CH:20][CH:19]=[CH:18][CH:17]=1)[CH2:3][NH:4]S(C1C=CC(C)=CC=1)(=O)=O.N.[Na]. Product: [F:1][C@H:2]([CH2:15][C:16]1[CH:21]=[CH:20][CH:19]=[CH:18][CH:17]=1)[CH2:3][NH2:4]. The catalyst class is: 5. (4) The catalyst class is: 3. Product: [Cl:32][C:29]1[CH:28]=[CH:27][C:26]([C:23]2[S:24][CH:25]=[C:21]([CH2:20][S:18][C:4]3[C:5]([C:16]#[N:17])=[C:6]([CH:10]4[CH2:15][CH2:14][CH2:13][CH2:12][O:11]4)[C:7]([C:8]#[N:9])=[C:2]([CH3:1])[N:3]=3)[N:22]=2)=[CH:31][CH:30]=1. Reactant: [CH3:1][C:2]1[C:7]([C:8]#[N:9])=[C:6]([CH:10]2[CH2:15][CH2:14][CH2:13][CH2:12][O:11]2)[C:5]([C:16]#[N:17])=[C:4]([SH:18])[N:3]=1.Cl[CH2:20][C:21]1[N:22]=[C:23]([C:26]2[CH:31]=[CH:30][C:29]([Cl:32])=[CH:28][CH:27]=2)[S:24][CH:25]=1.C(=O)(O)[O-].[Na+].NC1C(C#N)=C(C2CCCCO2)C(C#N)=C(SCC2N=C(C3C=CC(Cl)=CC=3)SC=2)N=1. (5) Reactant: C[O:2][C:3](=[O:26])[CH:4]([N:11]1[C:16](=[O:17])[CH:15]=[C:14]([O:18][C:19]2[C:24]([F:25])=[CH:23][CH:22]=[CH:21][N:20]=2)[CH:13]=[N:12]1)[CH2:5][CH:6]1[CH2:10][CH2:9][CH2:8][CH2:7]1. Product: [CH:6]1([CH2:5][CH:4]([N:11]2[C:16](=[O:17])[CH:15]=[C:14]([O:18][C:19]3[C:24]([F:25])=[CH:23][CH:22]=[CH:21][N:20]=3)[CH:13]=[N:12]2)[C:3]([OH:26])=[O:2])[CH2:10][CH2:9][CH2:8][CH2:7]1. The catalyst class is: 33. (6) Reactant: [Cl:1][C:2]1[N:12]=[C:11](Cl)[CH:10]=[CH:9][C:3]=1[C:4]([O:6][CH2:7][CH3:8])=[O:5].Cl.[C:15]([O:19][C:20]([CH:22]1[CH2:27][CH2:26][NH:25][CH2:24][CH2:23]1)=[O:21])([CH3:18])([CH3:17])[CH3:16].CCN(C(C)C)C(C)C. Product: [C:15]([O:19][C:20]([CH:22]1[CH2:27][CH2:26][N:25]([C:11]2[CH:10]=[CH:9][C:3]([C:4]([O:6][CH2:7][CH3:8])=[O:5])=[C:2]([Cl:1])[N:12]=2)[CH2:24][CH2:23]1)=[O:21])([CH3:18])([CH3:16])[CH3:17]. The catalyst class is: 3. (7) Product: [O:21]=[S:2]1(=[O:1])[CH2:7][CH2:6][CH2:5][CH2:4][N:3]1[C:8]1[CH:16]=[C:15]([C:17]([O:19][CH3:20])=[O:18])[CH:14]=[C:13]2[C:9]=1[CH:10]=[CH:11][N:12]2[C:29]([O:31][C:32]([CH3:35])([CH3:34])[CH3:33])=[O:30]. Reactant: [O:1]=[S:2]1(=[O:21])[CH2:7][CH2:6][CH2:5][CH2:4][N:3]1[C:8]1[CH:16]=[C:15]([C:17]([O:19][CH3:20])=[O:18])[CH:14]=[C:13]2[C:9]=1[CH:10]=[CH:11][NH:12]2.CCN(CC)CC.[C:29](O[C:29]([O:31][C:32]([CH3:35])([CH3:34])[CH3:33])=[O:30])([O:31][C:32]([CH3:35])([CH3:34])[CH3:33])=[O:30]. The catalyst class is: 64.